This data is from Peptide-MHC class II binding affinity with 134,281 pairs from IEDB. The task is: Regression. Given a peptide amino acid sequence and an MHC pseudo amino acid sequence, predict their binding affinity value. This is MHC class II binding data. (1) The peptide sequence is PVNEALAAAGLVGVL. The MHC is DRB1_1301 with pseudo-sequence DRB1_1301. The binding affinity (normalized) is 0.402. (2) The peptide sequence is DLLIEALSAMMLDRL. The MHC is DRB1_1501 with pseudo-sequence DRB1_1501. The binding affinity (normalized) is 0.813. (3) The binding affinity (normalized) is 0.548. The peptide sequence is KAAVAAAASVPAADK. The MHC is DRB5_0101 with pseudo-sequence DRB5_0101. (4) The peptide sequence is FLICHNLRASSMNNL. The MHC is H-2-IAb with pseudo-sequence H-2-IAb. The binding affinity (normalized) is 0.290. (5) The peptide sequence is REDQRGSGQVVTYALNTF. The MHC is DRB1_1501 with pseudo-sequence DRB1_1501. The binding affinity (normalized) is 0.452. (6) The peptide sequence is KEDFLRCLVKEIPPR. The MHC is DRB1_1501 with pseudo-sequence DRB1_1501. The binding affinity (normalized) is 0.162. (7) The peptide sequence is IITPTNVSHIQSAVV. The MHC is DRB1_0101 with pseudo-sequence DRB1_0101. The binding affinity (normalized) is 0.816. (8) The MHC is DRB5_0101 with pseudo-sequence DRB5_0101. The binding affinity (normalized) is 0.402. The peptide sequence is KSSKPLVGPFNFRFM. (9) The peptide sequence is LLYCFRKDMDKVETF. The MHC is DRB1_1501 with pseudo-sequence DRB1_1501. The binding affinity (normalized) is 0.269. (10) The peptide sequence is VTVDAAVLAAIDADA. The MHC is DRB1_1602 with pseudo-sequence DRB1_1602. The binding affinity (normalized) is 0.435.